Dataset: Forward reaction prediction with 1.9M reactions from USPTO patents (1976-2016). Task: Predict the product of the given reaction. (1) The product is: [CH3:21][O:20][C:16]1[CH:15]=[C:14]([C:7]2[CH:8]=[C:9]3[C:4](=[CH:5][CH:6]=2)[N:3]=[C:2]([C:26]2[CH:27]=[N:22][CH:23]=[N:24][CH:25]=2)[N:11]=[C:10]3[NH:12][CH3:13])[CH:19]=[CH:18][CH:17]=1. Given the reactants Cl[C:2]1[N:11]=[C:10]([NH:12][CH3:13])[C:9]2[C:4](=[CH:5][CH:6]=[C:7]([C:14]3[CH:19]=[CH:18][CH:17]=[C:16]([O:20][CH3:21])[CH:15]=3)[CH:8]=2)[N:3]=1.[N:22]1[CH:27]=[C:26](B(O)O)[CH:25]=[N:24][CH:23]=1.C(=O)([O-])[O-].[K+].[K+].O, predict the reaction product. (2) Given the reactants [Br:1][C:2]1[CH:3]=[C:4]2[C:9]([NH:10][C@@H:11]3[CH2:16][CH2:15][NH:14][CH2:13][C@H:12]3[CH2:17][CH3:18])=[C:8]([C:19]([NH2:21])=[O:20])[CH:7]=[N:6][N:5]2[CH:22]=1.CCN(C(C)C)C(C)C.[CH3:32][S:33](Cl)(=[O:35])=[O:34], predict the reaction product. The product is: [Br:1][C:2]1[CH:3]=[C:4]2[C:9]([NH:10][C@@H:11]3[CH2:16][CH2:15][N:14]([S:33]([CH3:32])(=[O:35])=[O:34])[CH2:13][C@H:12]3[CH2:17][CH3:18])=[C:8]([C:19]([NH2:21])=[O:20])[CH:7]=[N:6][N:5]2[CH:22]=1. (3) Given the reactants [C:1]1([Si:7]([O:12][CH3:13])([O:10][CH3:11])[O:8][CH3:9])[CH:6]=[CH:5][CH:4]=[CH:3][CH:2]=1.[CH2:14](O)[CH2:15][CH2:16][CH2:17][CH2:18][CH2:19][CH2:20]C, predict the reaction product. The product is: [C:1]1([Si:7]([O:12][CH3:13])([O:8][CH3:9])[O:10][CH2:11][CH2:14][CH2:15][CH2:16][CH2:17][CH2:18][CH2:19][CH3:20])[CH:2]=[CH:3][CH:4]=[CH:5][CH:6]=1. (4) Given the reactants [OH:1][C:2]1[CH:7]=[C:6]([OH:8])[CH:5]=[CH:4][C:3]=1[C:9]([CH3:14])=[CH:10][C:11]([OH:13])=[O:12].C1(N=C=NC2CCCCC2)CCCCC1.ON1C2C=CC=CC=2N=N1.[CH2:40](O)[CH2:41][C:42]1[CH:47]=[CH:46][CH:45]=[CH:44][CH:43]=1, predict the reaction product. The product is: [CH2:40]([O:12][C:11](=[O:13])/[CH:10]=[C:9](/[C:3]1[CH:4]=[CH:5][C:6]([OH:8])=[CH:7][C:2]=1[OH:1])\[CH3:14])[CH2:41][C:42]1[CH:47]=[CH:46][CH:45]=[CH:44][CH:43]=1.